Dataset: Catalyst prediction with 721,799 reactions and 888 catalyst types from USPTO. Task: Predict which catalyst facilitates the given reaction. (1) Reactant: [CH3:1][O:2][C:3]1[CH:8]=[CH:7][CH:6]=[CH:5][C:4]=1[CH:9]1[CH2:14][CH2:13][C:12](=O)[CH:11]=[C:10]1[C:16]1[CH:21]=[CH:20][CH:19]=[CH:18][CH:17]=1.N1C=CC=CC=1.Cl.[NH2:29][OH:30]. Product: [CH3:1][O:2][C:3]1[CH:8]=[CH:7][CH:6]=[CH:5][C:4]=1[CH:9]1[CH2:14][CH2:13][C:12](=[N:29][OH:30])[CH:11]=[C:10]1[C:16]1[CH:21]=[CH:20][CH:19]=[CH:18][CH:17]=1. The catalyst class is: 88. (2) Reactant: [CH2:1]([N:8]1[CH:13]2[CH:14]([O:16][Si](C(C)(C)C)(C)C)[CH2:15][CH:9]1[CH2:10][CH:11](CC([O-])=O)[CH2:12]2)[C:2]1[CH:7]=[CH:6][CH:5]=[CH:4][CH:3]=1.CCCC[N+](CCCC)(CCCC)CCCC.[F-].[CH3:46][C:47](=[O:51])[O:48]CC. Product: [C:47]([O:51][CH:11]1[CH2:12][CH:13]2[N:8]([CH2:1][C:2]3[CH:3]=[CH:4][CH:5]=[CH:6][CH:7]=3)[CH:9]([CH2:15][CH:14]2[OH:16])[CH2:10]1)(=[O:48])[CH3:46]. The catalyst class is: 1. (3) Reactant: C([O-])C.[Na+].[C:5]([O:13]CC)(=O)[CH2:6][C:7]([O:9]CC)=O.Cl.[CH3:17][C:18]1[C:19]([NH2:24])=[N:20][NH:21][C:22]=1[CH3:23].Cl. Product: [CH3:23][C:22]1[C:18]([CH3:17])=[C:19]2[N:24]=[C:7]([OH:9])[CH:6]=[C:5]([OH:13])[N:20]2[N:21]=1. The catalyst class is: 8. (4) Reactant: [C:1]([O:5][C:6]([CH:8]1[CH2:13][CH2:12][N:11]([C:14]2[C:24]([C:25]#[N:26])=[CH:23][C:17]([C:18]([O:20]CC)=[O:19])=[C:16]([CH3:27])[N:15]=2)[CH2:10][CH2:9]1)=[O:7])([CH3:4])([CH3:3])[CH3:2].[Li+].[OH-].Cl. Product: [C:1]([O:5][C:6]([CH:8]1[CH2:13][CH2:12][N:11]([C:14]2[C:24]([C:25]#[N:26])=[CH:23][C:17]([C:18]([OH:20])=[O:19])=[C:16]([CH3:27])[N:15]=2)[CH2:10][CH2:9]1)=[O:7])([CH3:4])([CH3:3])[CH3:2]. The catalyst class is: 1. (5) Reactant: [O:1]1[C:5]([C:6]2[C:14]3[C:9](=[CH:10][CH:11]=[C:12]([C:15]#[N:16])[CH:13]=3)[NH:8][N:7]=2)=[CH:4][C:3]2[CH:17]=[CH:18][CH:19]=[CH:20][C:2]1=2.C([Sn]([N:34]=[N+:35]=[N-:36])(CCCC)CCCC)CCC.O1CCOCC1.Cl. Product: [N:16]1[NH:34][N:35]=[N:36][C:15]=1[C:12]1[CH:13]=[C:14]2[C:9](=[CH:10][CH:11]=1)[NH:8][N:7]=[C:6]2[C:5]1[O:1][C:2]2[CH:20]=[CH:19][CH:18]=[CH:17][C:3]=2[CH:4]=1. The catalyst class is: 11. (6) Reactant: [CH3:1][NH:2][C:3]1[CH:8]=[CH:7][C:6]([O:9][CH2:10][C:11]2[CH:16]=[CH:15][CH:14]=[CH:13][CH:12]=2)=[CH:5][C:4]=1[CH3:17].[H-].[Na+].[F:20][C:21]1[CH:26]=[CH:25][C:24]([NH:27][C:28](=[O:36])OC2C=CC=CC=2)=[CH:23][CH:22]=1.O. Product: [CH2:10]([O:9][C:6]1[CH:7]=[CH:8][C:3]([N:2]([CH3:1])[C:28](=[O:36])[NH:27][C:24]2[CH:23]=[CH:22][C:21]([F:20])=[CH:26][CH:25]=2)=[C:4]([CH3:17])[CH:5]=1)[C:11]1[CH:12]=[CH:13][CH:14]=[CH:15][CH:16]=1. The catalyst class is: 42.